From a dataset of Full USPTO retrosynthesis dataset with 1.9M reactions from patents (1976-2016). Predict the reactants needed to synthesize the given product. (1) Given the product [F:1][C:2]1[C:3]([N:14]2[CH:19]=[C:18]([C:20]([O:22][CH2:23][CH3:24])=[O:21])[C:17](=[O:25])[N:16]([C@H:66]3[C:67]4[C:63](=[C:62]([C:61]([F:60])([F:72])[F:73])[CH:70]=[CH:69][CH:68]=4)[CH2:64][CH2:65]3)[C:15]2=[O:26])=[CH:4][C:5]2[N:9]([CH3:10])[C:8](=[O:11])[N:7]([CH3:12])[C:6]=2[CH:13]=1, predict the reactants needed to synthesize it. The reactants are: [F:1][C:2]1[C:3]([N:14]2[CH:19]=[C:18]([C:20]([O:22][CH2:23][CH3:24])=[O:21])[C:17](=[O:25])[NH:16][C:15]2=[O:26])=[CH:4][C:5]2[N:9]([CH3:10])[C:8](=[O:11])[N:7]([CH3:12])[C:6]=2[CH:13]=1.C1(P(C2C=CC=CC=2)C2C=CC=CC=2)C=CC=CC=1.N(C(OC(C)C)=O)=NC(OC(C)C)=O.[F:60][C:61]([F:73])([F:72])[C:62]1[CH:70]=[CH:69][CH:68]=[C:67]2[C:63]=1[CH2:64][CH2:65][C@@H:66]2O.Cl. (2) Given the product [N:52]([CH2:46][CH2:45][C:15]1[N:14]([CH:1]([C:2]2[CH:7]=[CH:6][CH:5]=[CH:4][CH:3]=2)[C:8]2[CH:13]=[CH:12][CH:11]=[CH:10][CH:9]=2)[C:22]2[C:17]([C:16]=1[CH2:24][CH2:25][S:26]([C:29]1[CH:34]=[CH:33][C:32]([C:35]3[CH:36]=[C:37]([CH:42]=[CH:43][CH:44]=3)[C:38]([O:40][CH3:41])=[O:39])=[CH:31][CH:30]=1)(=[O:28])=[O:27])=[CH:18][C:19]([Cl:23])=[CH:20][CH:21]=2)=[N+:53]=[N-:54], predict the reactants needed to synthesize it. The reactants are: [CH:1]([N:14]1[C:22]2[C:17](=[CH:18][C:19]([Cl:23])=[CH:20][CH:21]=2)[C:16]([CH2:24][CH2:25][S:26]([C:29]2[CH:34]=[CH:33][C:32]([C:35]3[CH:36]=[C:37]([CH:42]=[CH:43][CH:44]=3)[C:38]([O:40][CH3:41])=[O:39])=[CH:31][CH:30]=2)(=[O:28])=[O:27])=[C:15]1[CH2:45][CH2:46]OS(C)(=O)=O)([C:8]1[CH:13]=[CH:12][CH:11]=[CH:10][CH:9]=1)[C:2]1[CH:7]=[CH:6][CH:5]=[CH:4][CH:3]=1.[N-:52]=[N+:53]=[N-:54].[Na+].CN(C=O)C. (3) Given the product [CH3:1][O:2][C:3]1[CH:4]=[C:5]([CH:14]=[CH:15][C:16]([O:18][CH2:19][CH2:20][CH2:21][CH2:22][CH2:23][CH2:24][O:25][C:26](=[O:39])[C:27]2[CH:32]=[C:31]([NH2:33])[CH:30]=[C:29]([NH2:36])[CH:28]=2)=[O:17])[CH:6]=[CH:7][C:8]=1[O:9][CH2:10][CH2:11][CH2:12][CH3:13], predict the reactants needed to synthesize it. The reactants are: [CH3:1][O:2][C:3]1[CH:4]=[C:5]([CH:14]=[CH:15][C:16]([O:18][CH2:19][CH2:20][CH2:21][CH2:22][CH2:23][CH2:24][O:25][C:26](=[O:39])[C:27]2[CH:32]=[C:31]([N+:33]([O-])=O)[CH:30]=[C:29]([N+:36]([O-])=O)[CH:28]=2)=[O:17])[CH:6]=[CH:7][C:8]=1[O:9][CH2:10][CH2:11][CH2:12][CH3:13].[Cl-].[NH4+]. (4) Given the product [ClH:26].[NH2:18][C:16]1[N:17]=[C:12]([C:9]2[CH:10]=[CH:11][C:6]([S:3]([NH:2][CH3:1])(=[O:4])=[O:5])=[CH:7][CH:8]=2)[CH:13]=[CH:14][CH:15]=1, predict the reactants needed to synthesize it. The reactants are: [CH3:1][NH:2][S:3]([C:6]1[CH:11]=[CH:10][C:9]([C:12]2[N:17]=[C:16]([NH:18]C(=O)OC(C)(C)C)[CH:15]=[CH:14][CH:13]=2)=[CH:8][CH:7]=1)(=[O:5])=[O:4].[ClH:26].CO. (5) Given the product [CH3:1][O:2][C:3](=[O:24])[C:4]1[CH:9]=[C:8]([S:10](=[O:22])(=[O:21])[NH:11][CH2:12][CH2:13][C:14]2[CH:19]=[CH:18][C:17]([O:20][C:29]3[CH:30]=[CH:31][C:26]([Cl:25])=[CH:27][CH:28]=3)=[CH:16][CH:15]=2)[CH:7]=[CH:6][C:5]=1[CH3:23], predict the reactants needed to synthesize it. The reactants are: [CH3:1][O:2][C:3](=[O:24])[C:4]1[CH:9]=[C:8]([S:10](=[O:22])(=[O:21])[NH:11][CH2:12][CH2:13][C:14]2[CH:19]=[CH:18][C:17]([OH:20])=[CH:16][CH:15]=2)[CH:7]=[CH:6][C:5]=1[CH3:23].[Cl:25][C:26]1[CH:31]=[CH:30][C:29](B(O)O)=[CH:28][CH:27]=1.C(N(CC)CC)C.